From a dataset of Full USPTO retrosynthesis dataset with 1.9M reactions from patents (1976-2016). Predict the reactants needed to synthesize the given product. (1) Given the product [N:1]([C@@H:4]([C@@H:41]([C:48]1[CH:53]=[CH:52][C:51]([F:54])=[CH:50][CH:49]=1)[CH:42]1[CH2:43][CH2:44][O:45][CH2:46][CH2:47]1)[C:5]([NH:7][C:8]1[CH:13]=[CH:12][CH:11]=[C:10]([F:14])[C:9]=1[CH2:15][CH2:16][C@@H:17]1[N:31]([S:32]([C:35]2[CH:40]=[CH:39][CH:38]=[CH:37][CH:36]=2)(=[O:34])=[O:33])[C@@H:28]([CH3:29])[CH2:27][N:19]([C:20]([O:21][C:22]([CH3:25])([CH3:23])[CH3:24])=[O:26])[CH2:18]1)=[O:6])=[N+:2]=[N-:3], predict the reactants needed to synthesize it. The reactants are: [N:1]([C@@H:4]([C@@H:41]([C:48]1[CH:53]=[CH:52][C:51]([F:54])=[CH:50][CH:49]=1)[CH:42]1[CH2:47][CH2:46][O:45][CH2:44][CH2:43]1)[C:5]([NH:7][C:8]1[CH:13]=[CH:12][CH:11]=[C:10]([F:14])[C:9]=1[CH2:15][CH2:16][C@H:17]([NH:31][S:32]([C:35]1[CH:40]=[CH:39][CH:38]=[CH:37][CH:36]=1)(=[O:34])=[O:33])[CH2:18][N:19]([CH2:27][C@H:28](O)[CH3:29])[C:20](=[O:26])[O:21][C:22]([CH3:25])([CH3:24])[CH3:23])=[O:6])=[N+:2]=[N-:3].CC(OC(/N=N/C(OC(C)C)=O)=O)C.C1(P(C2C=CC=CC=2)C2C=CC=CC=2)C=CC=CC=1. (2) Given the product [S:11]1[CH:12]=[C:8]([C:4]2[N:3]=[C:2]([C:18]3[N:22]4[CH:23]=[CH:24][C:25]([C:27]([F:28])([F:29])[F:30])=[N:26][C:21]4=[N:20][CH:19]=3)[CH:7]=[CH:6][CH:5]=2)[CH:9]=[N:10]1, predict the reactants needed to synthesize it. The reactants are: Br[C:2]1[CH:7]=[CH:6][CH:5]=[C:4]([C:8]2[CH:9]=[N:10][S:11][CH:12]=2)[N:3]=1.C([Sn](CCCC)(CCCC)[C:18]1[N:22]2[CH:23]=[CH:24][C:25]([C:27]([F:30])([F:29])[F:28])=[N:26][C:21]2=[N:20][CH:19]=1)CCC. (3) Given the product [F:46][CH:42]([F:47])[O:22][CH2:21][C@@:19]12[CH2:18][N:17]([S:23]([C:26]3[CH:27]=[N:28][C:29]([N:32]4[CH2:37][CH2:36][O:35][CH2:34][CH2:33]4)=[CH:30][CH:31]=3)(=[O:24])=[O:25])[CH2:16][CH2:15][C:14]1=[CH:13][C:12]1[N:8]([C:5]3[CH:6]=[CH:7][C:2]([F:1])=[CH:3][CH:4]=3)[N:9]=[CH:10][C:11]=1[CH2:20]2, predict the reactants needed to synthesize it. The reactants are: [F:1][C:2]1[CH:7]=[CH:6][C:5]([N:8]2[C:12]3[CH:13]=[C:14]4[C@:19]([CH2:21][OH:22])([CH2:20][C:11]=3[CH:10]=[N:9]2)[CH2:18][N:17]([S:23]([C:26]2[CH:27]=[N:28][C:29]([N:32]3[CH2:37][CH2:36][O:35][CH2:34][CH2:33]3)=[CH:30][CH:31]=2)(=[O:25])=[O:24])[CH2:16][CH2:15]4)=[CH:4][CH:3]=1.FS([C:42]([F:47])([F:46])C(O)=O)(=O)=O. (4) Given the product [C:1]1([C:7]2[O:11][C:10]([S:12][C:21]3[CH:26]=[CH:25][CH:24]=[CH:23][CH:22]=3)=[N:9][N:8]=2)[CH:2]=[CH:3][CH:4]=[CH:5][CH:6]=1, predict the reactants needed to synthesize it. The reactants are: [C:1]1([C:7]2[O:11][C:10]([SH:12])=[N:9][N:8]=2)[CH:6]=[CH:5][CH:4]=[CH:3][CH:2]=1.C1C(=O)N(Cl)C(=O)C1.[C:21]1([Zn]Br)[CH:26]=[CH:25][CH:24]=[CH:23][CH:22]=1.